This data is from NCI-60 drug combinations with 297,098 pairs across 59 cell lines. The task is: Regression. Given two drug SMILES strings and cell line genomic features, predict the synergy score measuring deviation from expected non-interaction effect. (1) Drug 1: CC1=CC2C(CCC3(C2CCC3(C(=O)C)OC(=O)C)C)C4(C1=CC(=O)CC4)C. Drug 2: CC1=C(C(=O)C2=C(C1=O)N3CC4C(C3(C2COC(=O)N)OC)N4)N. Cell line: NCI-H460. Synergy scores: CSS=37.3, Synergy_ZIP=-4.31, Synergy_Bliss=-10.5, Synergy_Loewe=-43.2, Synergy_HSA=-10.5. (2) Drug 1: CC(C1=C(C=CC(=C1Cl)F)Cl)OC2=C(N=CC(=C2)C3=CN(N=C3)C4CCNCC4)N. Drug 2: CCN(CC)CCNC(=O)C1=C(NC(=C1C)C=C2C3=C(C=CC(=C3)F)NC2=O)C. Cell line: SNB-75. Synergy scores: CSS=-1.69, Synergy_ZIP=1.78, Synergy_Bliss=1.72, Synergy_Loewe=-4.57, Synergy_HSA=-2.86.